Dataset: Peptide-MHC class I binding affinity with 185,985 pairs from IEDB/IMGT. Task: Regression. Given a peptide amino acid sequence and an MHC pseudo amino acid sequence, predict their binding affinity value. This is MHC class I binding data. (1) The peptide sequence is ISFSETNAL. The MHC is H-2-Kb with pseudo-sequence H-2-Kb. The binding affinity (normalized) is 0.418. (2) The peptide sequence is IYKVLPQGW. The MHC is Mamu-B52 with pseudo-sequence Mamu-B52. The binding affinity (normalized) is 0.285. (3) The peptide sequence is ITAGYNRYY. The MHC is HLA-B35:01 with pseudo-sequence HLA-B35:01. The binding affinity (normalized) is 0.375. (4) The peptide sequence is HATANVAEL. The MHC is H-2-Db with pseudo-sequence H-2-Db. The binding affinity (normalized) is 0.443.